From a dataset of Forward reaction prediction with 1.9M reactions from USPTO patents (1976-2016). Predict the product of the given reaction. (1) Given the reactants [Br:1][C:2]1[CH:3]=[N:4][CH:5]=[C:6]([CH:10]=1)[C:7]([OH:9])=O.O.ON1C2C=CC=CC=2N=N1.Cl.CN(C)CCCN=C=NCC.C(N(CC)C(C)C)(C)C.[NH:43]1[C:47]2[CH:48]=[CH:49][CH:50]=[CH:51][C:46]=2[N:45]=[C:44]1[CH2:52][N:53]([CH:58]1[C:67]2[N:66]=[CH:65][CH:64]=[CH:63][C:62]=2[CH2:61][CH2:60][CH2:59]1)[CH2:54][CH2:55][CH2:56][NH2:57], predict the reaction product. The product is: [NH:43]1[C:47]2[CH:48]=[CH:49][CH:50]=[CH:51][C:46]=2[N:45]=[C:44]1[CH2:52][N:53]([CH:58]1[C:67]2[N:66]=[CH:65][CH:64]=[CH:63][C:62]=2[CH2:61][CH2:60][CH2:59]1)[CH2:54][CH2:55][CH2:56][NH:57][C:7](=[O:9])[C:6]1[CH:10]=[C:2]([Br:1])[CH:3]=[N:4][CH:5]=1. (2) Given the reactants [CH3:1][O:2][C:3]1[CH:4]=[C:5]([NH:11][C:12]2[C:13]3[N:39]=[CH:38][S:37][C:14]=3[N:15]=[C:16]([N:18]3[CH2:22][CH2:21][CH:20]([NH:23][C:24]([C:26]4[CH:34]=[CH:33][C:29]([C:30]([O-:32])=[O:31])=[C:28]([O:35][CH3:36])[CH:27]=4)=[O:25])[CH2:19]3)[N:17]=2)[CH:6]=[CH:7][C:8]=1[O:9][CH3:10].[OH-].[Na+], predict the reaction product. The product is: [CH3:1][O:2][C:3]1[CH:4]=[C:5]([NH:11][C:12]2[C:13]3[N:39]=[CH:38][S:37][C:14]=3[N:15]=[C:16]([N:18]3[CH2:22][CH2:21][CH:20]([NH:23][C:24]([C:26]4[CH:34]=[CH:33][C:29]([C:30]([OH:32])=[O:31])=[C:28]([O:35][CH3:36])[CH:27]=4)=[O:25])[CH2:19]3)[N:17]=2)[CH:6]=[CH:7][C:8]=1[O:9][CH3:10]. (3) Given the reactants O1CCOCC1.I[C:8]1[CH:9]=[C:10]([C@H:16]2[CH2:19][C@H:18]([CH2:20][C:21]([O:23][CH3:24])=[O:22])[CH2:17]2)[CH:11]=[CH:12][C:13]=1[O:14][CH3:15].[B:25]1([B:25]2[O:29][C:28]([CH3:31])([CH3:30])[C:27]([CH3:33])([CH3:32])[O:26]2)[O:29][C:28]([CH3:31])([CH3:30])[C:27]([CH3:33])([CH3:32])[O:26]1.C([O-])(=O)C.[K+], predict the reaction product. The product is: [CH3:15][O:14][C:13]1[CH:12]=[CH:11][C:10]([C@H:16]2[CH2:19][C@H:18]([CH2:20][C:21]([O:23][CH3:24])=[O:22])[CH2:17]2)=[CH:9][C:8]=1[B:25]1[O:29][C:28]([CH3:31])([CH3:30])[C:27]([CH3:33])([CH3:32])[O:26]1. (4) Given the reactants C([Si](C)(C)[O:6][CH2:7][CH2:8][CH2:9][N:10]1[CH:15]=[C:14]([C:16]2[S:17][CH:18]=[CH:19][C:20]=2[CH3:21])[C:13](=[O:22])[NH:12][C:11]1=[O:23])(C)(C)C.Cl, predict the reaction product. The product is: [OH:6][CH2:7][CH2:8][CH2:9][N:10]1[CH:15]=[C:14]([C:16]2[S:17][CH:18]=[CH:19][C:20]=2[CH3:21])[C:13](=[O:22])[NH:12][C:11]1=[O:23]. (5) Given the reactants [NH2:1][CH2:2][C@@H:3]1[C@H:8]([CH3:9])[CH2:7][CH2:6][CH2:5][N:4]1[C:10]([C:12]1[CH:17]=[C:16](C)[CH:15]=[CH:14][C:13]=1[C:19]1C=NN(C)C=1)=[O:11].CC1C=CC=C([N:35]2[N:39]=[CH:38][CH:37]=[N:36]2)C=1C(O)=O, predict the reaction product. The product is: [NH2:1][CH2:2][C@@H:3]1[C@H:8]([CH3:9])[CH2:7][CH2:6][CH2:5][N:4]1[C:10]([C:12]1[C:17]([N:35]2[N:39]=[CH:38][CH:37]=[N:36]2)=[CH:16][CH:15]=[CH:14][C:13]=1[CH3:19])=[O:11]. (6) Given the reactants [CH2:1]([O:5][C:6]1[N:14]=[C:13]2[C:9]([N:10]=[C:11]([O:25]C)[N:12]2[CH2:15][CH2:16][CH2:17][CH2:18][CH:19]2[CH2:24][CH2:23][NH:22][CH2:21][CH2:20]2)=[C:8]([NH2:27])[N:7]=1)[CH2:2][CH2:3][CH3:4].Br[CH2:29][CH2:30][OH:31].CCN(C(C)C)C(C)C, predict the reaction product. The product is: [NH2:27][C:8]1[N:7]=[C:6]([O:5][CH2:1][CH2:2][CH2:3][CH3:4])[N:14]=[C:13]2[C:9]=1[NH:10][C:11](=[O:25])[N:12]2[CH2:15][CH2:16][CH2:17][CH2:18][CH:19]1[CH2:20][CH2:21][N:22]([CH2:29][CH2:30][OH:31])[CH2:23][CH2:24]1.